This data is from Forward reaction prediction with 1.9M reactions from USPTO patents (1976-2016). The task is: Predict the product of the given reaction. (1) Given the reactants [ClH:1].[F:2][C:3]1[CH:4]=[CH:5][C:6]([CH2:9][O:10][C:11]2[CH:12]=[N:13][N:14]([C:18]3[CH:19]=[CH:20][C:21]4[C:30]5[CH2:29][CH2:28][N:27](C(OC(C)(C)C)=O)[CH2:26][CH2:25][C:24]=5[N:23]([CH3:38])[C:22]=4[N:39]=3)[C:15](=[O:17])[CH:16]=2)=[N:7][CH:8]=1, predict the reaction product. The product is: [ClH:1].[F:2][C:3]1[CH:4]=[CH:5][C:6]([CH2:9][O:10][C:11]2[CH:12]=[N:13][N:14]([C:18]3[CH:19]=[CH:20][C:21]4[C:30]5[CH2:29][CH2:28][NH:27][CH2:26][CH2:25][C:24]=5[N:23]([CH3:38])[C:22]=4[N:39]=3)[C:15](=[O:17])[CH:16]=2)=[N:7][CH:8]=1. (2) Given the reactants FC(F)(F)C([O-])=O.[CH:8]1([N:14]2[CH2:19][CH2:18][NH2+:17][CH2:16][C:15]2=[O:20])[CH2:13][CH2:12][CH2:11][CH2:10][CH2:9]1.CCN(CC)CC.[CH3:28][C:29]([O:32][C:33](O[C:33]([O:32][C:29]([CH3:31])([CH3:30])[CH3:28])=[O:34])=[O:34])([CH3:31])[CH3:30].N.CO, predict the reaction product. The product is: [CH:8]1([N:14]2[CH2:19][CH2:18][N:17]([C:33]([O:32][C:29]([CH3:31])([CH3:30])[CH3:28])=[O:34])[CH2:16][C:15]2=[O:20])[CH2:9][CH2:10][CH2:11][CH2:12][CH2:13]1. (3) Given the reactants [OH-:1].[Na+].[CH2:3]([C:10]1[C:15](=[O:16])[N:14]([C:17]2[CH:22]=[CH:21][CH:20]=[C:19](C(OC)=O)[C:18]=2C)[C:13]2[N:28]=[CH:29][CH:30]=[CH:31][C:12]=2[N:11]=1)[C:4]1[CH:9]=[CH:8][CH:7]=[CH:6][CH:5]=1.Cl.[O:33]1[CH2:38][CH2:37]OCC1, predict the reaction product. The product is: [CH2:3]([C:10]1[C:15](=[O:16])[N:14]([C:17]2[CH:22]=[CH:21][CH:20]=[C:19]([CH2:37][C:38]([OH:33])=[O:1])[CH:18]=2)[C:13]2[N:28]=[CH:29][CH:30]=[CH:31][C:12]=2[N:11]=1)[C:4]1[CH:9]=[CH:8][CH:7]=[CH:6][CH:5]=1. (4) Given the reactants [Br:1][C:2]1[C:7]([CH3:8])=[CH:6][C:5]([CH2:9]Br)=[CH:4][C:3]=1[CH3:11].CC(=O)[CH2:14][C:15](=[O:17])[CH3:16].C([O-])([O-])=O.[K+].[K+], predict the reaction product. The product is: [Br:1][C:2]1[C:7]([CH3:8])=[CH:6][C:5]([CH2:9][CH2:14][C:15](=[O:17])[CH3:16])=[CH:4][C:3]=1[CH3:11]. (5) The product is: [F:41][C:38]([F:39])([F:40])[C:35]1[CH:34]=[CH:33][C:32]([N:31]2[C:27]([C:2]3[CH:3]=[CH:4][C:5]4[N:6]([C:8]([C:11]5[CH:18]=[CH:17][C:14]([C:15]#[N:16])=[CH:13][CH:12]=5)=[CH:9][N:10]=4)[CH:7]=3)=[CH:28][CH:29]=[N:30]2)=[CH:37][CH:36]=1. Given the reactants Br[C:2]1[CH:3]=[CH:4][C:5]2[N:6]([C:8]([C:11]3[CH:18]=[CH:17][C:14]([C:15]#[N:16])=[CH:13][CH:12]=3)=[CH:9][N:10]=2)[CH:7]=1.CC1(C)C(C)(C)OB([C:27]2[N:31]([C:32]3[CH:37]=[CH:36][C:35]([C:38]([F:41])([F:40])[F:39])=[CH:34][CH:33]=3)[N:30]=[CH:29][CH:28]=2)O1, predict the reaction product.